Dataset: Forward reaction prediction with 1.9M reactions from USPTO patents (1976-2016). Task: Predict the product of the given reaction. (1) The product is: [Br:13][C:9]1[CH:8]=[C:3]2[C:2](=[CH:11][C:10]=1[Cl:12])[N:1]=[C:15]([OH:16])[N:14]=[C:4]2[OH:5]. Given the reactants [NH2:1][C:2]1[CH:11]=[C:10]([Cl:12])[C:9]([Br:13])=[CH:8][C:3]=1[C:4](OC)=[O:5].[NH2:14][C:15](N)=[O:16], predict the reaction product. (2) The product is: [ClH:8].[Br:1][C:2]1[CH:10]=[CH:9][C:5]([C:6]([NH:23][CH2:22][C:21]2[CH:24]=[CH:25][CH:26]=[C:19]([O:18][CH:15]3[CH2:16][CH2:17][N:12]([CH3:11])[CH2:13][CH2:14]3)[CH:20]=2)=[O:7])=[CH:4][CH:3]=1. Given the reactants [Br:1][C:2]1[CH:10]=[CH:9][C:5]([C:6]([Cl:8])=[O:7])=[CH:4][CH:3]=1.[CH3:11][N:12]1[CH2:17][CH2:16][CH:15]([O:18][C:19]2[CH:20]=[C:21]([CH:24]=[CH:25][CH:26]=2)[CH2:22][NH2:23])[CH2:14][CH2:13]1, predict the reaction product. (3) Given the reactants C([SiH](CC)CC)C.[CH:8]([N:21]1[CH2:26][CH2:25][N:24]([CH2:27][CH2:28][CH2:29][C:30]([C:32]2[CH:48]=[CH:47][C:35]3[CH2:36][CH2:37][N:38]([C:41](=[O:46])[C:42]([F:45])([F:44])[F:43])[CH2:39][CH2:40][C:34]=3[CH:33]=2)=O)[CH2:23][CH2:22]1)([C:15]1[CH:20]=[CH:19][CH:18]=[CH:17][CH:16]=1)[C:9]1[CH:14]=[CH:13][CH:12]=[CH:11][CH:10]=1, predict the reaction product. The product is: [CH:8]([N:21]1[CH2:22][CH2:23][N:24]([CH2:27][CH2:28][CH2:29][CH2:30][C:32]2[CH:48]=[CH:47][C:35]3[CH2:36][CH2:37][N:38]([C:41](=[O:46])[C:42]([F:45])([F:44])[F:43])[CH2:39][CH2:40][C:34]=3[CH:33]=2)[CH2:25][CH2:26]1)([C:15]1[CH:16]=[CH:17][CH:18]=[CH:19][CH:20]=1)[C:9]1[CH:14]=[CH:13][CH:12]=[CH:11][CH:10]=1. (4) Given the reactants [C:1]([CH2:3][C:4]([N:6]([CH2:24][C:25]1[CH:30]=[CH:29][C:28]([O:31][CH3:32])=[CH:27][C:26]=1[O:33][CH3:34])[C:7]1[CH:12]=[CH:11][C:10]([O:13][CH3:14])=[CH:9][C:8]=1[C:15](=O)[C:16]1[CH:21]=[CH:20][CH:19]=[C:18]([F:22])[CH:17]=1)=[O:5])#[N:2].C[O-].[Na+], predict the reaction product. The product is: [CH3:34][O:33][C:26]1[CH:27]=[C:28]([O:31][CH3:32])[CH:29]=[CH:30][C:25]=1[CH2:24][N:6]1[C:7]2[C:8](=[CH:9][C:10]([O:13][CH3:14])=[CH:11][CH:12]=2)[C:15]([C:16]2[CH:21]=[CH:20][CH:19]=[C:18]([F:22])[CH:17]=2)=[C:3]([C:1]#[N:2])[C:4]1=[O:5]. (5) Given the reactants C(=O)=O.[CH3:4][C:5]([CH3:20])([CH3:19])[CH:6]([C:8]1[O:9][C:10]([C:13]2[CH:18]=[CH:17][N:16]=[CH:15][CH:14]=2)=[N:11][N:12]=1)[OH:7], predict the reaction product. The product is: [CH3:4][C:5]([CH3:20])([CH3:19])[C@H:6]([C:8]1[O:9][C:10]([C:13]2[CH:18]=[CH:17][N:16]=[CH:15][CH:14]=2)=[N:11][N:12]=1)[OH:7].[CH3:4][C:5]([CH3:20])([CH3:19])[C@@H:6]([C:8]1[O:9][C:10]([C:13]2[CH:18]=[CH:17][N:16]=[CH:15][CH:14]=2)=[N:11][N:12]=1)[OH:7]. (6) Given the reactants [CH3:1][C:2]1[S:6][C:5]2[NH:7][C:8]3[CH:9]=[CH:10][CH:11]=[CH:12][C:13]=3[N:14]=[C:15]([N:16]3[CH2:21][CH2:20][N:19]([CH3:22])[CH2:18][CH2:17]3)[C:4]=2[CH:3]=1.[CH:23]([NH:26][C:27](=[O:31])[O:28][CH2:29][I:30])([CH3:25])[CH3:24], predict the reaction product. The product is: [I-:30].[CH:23]([NH:26][C:27]([O:28][CH2:29][N+:19]1([CH3:22])[CH2:20][CH2:21][N:16]([C:15]2[C:4]3[CH:3]=[C:2]([CH3:1])[S:6][C:5]=3[NH:7][C:8]3[CH:9]=[CH:10][CH:11]=[CH:12][C:13]=3[N:14]=2)[CH2:17][CH2:18]1)=[O:31])([CH3:25])[CH3:24]. (7) Given the reactants [CH2:1]1[C:10]2[C:5](=[CH:6][CH:7]=[C:8]([C:11]([O:13]C)=[O:12])[CH:9]=2)[CH2:4][C@H:3]([C:15]([O:17]C)=[O:16])[N:2]1[C:19]([O:21][C:22]([CH3:25])([CH3:24])[CH3:23])=[O:20].[OH-].[Na+].Cl.O, predict the reaction product. The product is: [C:22]([O:21][C:19]([N:2]1[C@@H:3]([C:15]([OH:17])=[O:16])[CH2:4][C:5]2[C:10](=[CH:9][C:8]([C:11]([OH:13])=[O:12])=[CH:7][CH:6]=2)[CH2:1]1)=[O:20])([CH3:25])([CH3:23])[CH3:24].